Dataset: Full USPTO retrosynthesis dataset with 1.9M reactions from patents (1976-2016). Task: Predict the reactants needed to synthesize the given product. Given the product [NH:1]([CH:13]=[O:14])[CH2:2][C:3]([N:5]1[CH2:12][CH2:11][CH2:10][C@H:6]1[C:7]([OH:9])=[O:8])=[O:4].[CH3:28][C:29]([NH:31][CH:32]([C:39]([OH:41])=[O:40])[CH2:33][S:34][C:35]([NH:37][CH3:38])=[O:36])=[O:30], predict the reactants needed to synthesize it. The reactants are: [NH:1]([C:13](CCCC[C@H]1[C@@H]2[C@@H](NC(N2)=O)CS1)=[O:14])[CH2:2][C:3]([N:5]1[CH2:12][CH2:11][CH2:10][C@H:6]1[C:7]([OH:9])=[O:8])=[O:4].[CH3:28][C:29]([NH:31][CH:32]([C:39]([OH:41])=[O:40])[CH2:33][S:34][C:35]([NH:37][CH3:38])=[O:36])=[O:30].C1CN(C(CN)=O)[C@H](C(O)=O)C1.CC(NC(C(O)=O)CSC(NC)=O)=O.N(C(OCC1C=CC=CC=1)=O)CC(N1CCC[C@H]1C(NC1C=C2C(C(C)=CC(=O)O2)=CC=1)=O)=O.C1CN(C(CN)=O)[C@H](C(NC2C=CC3C(C(F)(F)F)=CC(OC=3C=2)=O)=O)C1.